From a dataset of Full USPTO retrosynthesis dataset with 1.9M reactions from patents (1976-2016). Predict the reactants needed to synthesize the given product. (1) Given the product [Br:8][C:9]1[C:17]2[O:16][C:15]([CH2:18][CH2:19][C:20]#[C:21][C:2]3[CH:7]=[CH:6][CH:5]=[CH:4][N:3]=3)=[N:14][C:13]=2[CH:12]=[C:11]([F:22])[CH:10]=1, predict the reactants needed to synthesize it. The reactants are: Br[C:2]1[CH:7]=[CH:6][CH:5]=[CH:4][N:3]=1.[Br:8][C:9]1[C:17]2[O:16][C:15]([CH2:18][CH2:19][C:20]#[CH:21])=[N:14][C:13]=2[CH:12]=[C:11]([F:22])[CH:10]=1. (2) Given the product [NH2:1][C:2]1[N:7]=[C:6]([O:8][CH2:9][C:10]([NH:33][CH3:37])=[O:11])[C:5]([C:13]2[CH:18]=[CH:17][C:16](=[O:19])[N:15]([CH:20]([CH3:21])[CH3:22])[N:14]=2)=[C:4]([C:23]2[CH:24]=[CH:25][CH:26]=[CH:27][CH:28]=2)[N:3]=1, predict the reactants needed to synthesize it. The reactants are: [NH2:1][C:2]1[N:7]=[C:6]([O:8][CH2:9][C:10](O)=[O:11])[C:5]([C:13]2[CH:18]=[CH:17][C:16](=[O:19])[N:15]([CH:20]([CH3:22])[CH3:21])[N:14]=2)=[C:4]([C:23]2[CH:28]=[CH:27][CH:26]=[CH:25][CH:24]=2)[N:3]=1.Cl.CN.O[N:33]1[C:37]2C=CC=CC=2N=N1.Cl.CN(C)CCCN=C=NCC. (3) Given the product [CH:24]([C:23]1[C:18]([O:17][CH2:16][C@H:9]([OH:1])[CH2:10][C:11]([O:13][CH2:14][CH3:15])=[O:12])=[C:19]([CH3:30])[C:20]([O:26][CH2:27][CH2:28][CH3:29])=[CH:21][CH:22]=1)=[O:25], predict the reactants needed to synthesize it. The reactants are: [O:1]([C@@H:9]([CH2:16][O:17][C:18]1[C:23]([CH:24]=[O:25])=[CH:22][CH:21]=[C:20]([O:26][CH2:27][CH2:28][CH3:29])[C:19]=1[CH3:30])[CH2:10][C:11]([O:13][CH2:14][CH3:15])=[O:12])[Si](C(C)(C)C)(C)C.CCCC[N+](CCCC)(CCCC)CCCC.[F-]. (4) The reactants are: COC1C=CC(C2CCC3C(=CC=C(OC)C=3)C2)=C(N)C=1.BrC1C=CC(OCCN(C(C)C)C(C)C)=C(F)C=1.[CH:40]([N:43]([CH:75]([CH3:77])[CH3:76])[CH2:44][CH2:45][O:46][C:47]1[CH:52]=[CH:51][C:50]([NH:53][C:54]2[CH:59]=[C:58]([O:60]C)[CH:57]=[CH:56][C:55]=2[CH:62]2[CH2:71][CH2:70][C:69]3[C:64](=[CH:65][CH:66]=[C:67]([O:72]C)[CH:68]=3)[CH2:63]2)=[CH:49][C:48]=1[F:74])([CH3:42])[CH3:41]. Given the product [CH:75]([N:43]([CH:40]([CH3:42])[CH3:41])[CH2:44][CH2:45][O:46][C:47]1[CH:52]=[CH:51][C:50]([NH:53][C:54]2[CH:59]=[C:58]([OH:60])[CH:57]=[CH:56][C:55]=2[CH:62]2[CH2:71][CH2:70][C:69]3[CH:68]=[C:67]([OH:72])[CH:66]=[CH:65][C:64]=3[CH2:63]2)=[CH:49][C:48]=1[F:74])([CH3:76])[CH3:77], predict the reactants needed to synthesize it. (5) Given the product [I:29][C:12]1[O:13][C:9]([C:6]2[CH:5]=[CH:4][C:3]([O:2][CH3:1])=[CH:8][CH:7]=2)=[C:10]([C:14]([O:16][CH2:17][CH3:18])=[O:15])[N:11]=1, predict the reactants needed to synthesize it. The reactants are: [CH3:1][O:2][C:3]1[CH:8]=[CH:7][C:6]([C:9]2[O:13][CH:12]=[N:11][C:10]=2[C:14]([O:16][CH2:17][CH3:18])=[O:15])=[CH:5][CH:4]=1.C[Si]([N-][Si](C)(C)C)(C)C.[Li+].[I:29]I.S([O-])([O-])(=O)=S.[Na+].[Na+]. (6) Given the product [CH2:1]([N:8]1[CH:12]=[CH:11][C:10]([NH2:13])=[N:9]1)[C:2]1[CH:3]=[CH:4][CH:5]=[CH:6][CH:7]=1, predict the reactants needed to synthesize it. The reactants are: [CH2:1]([N:8]1[CH:12]=[CH:11][C:10]([N+:13]([O-])=O)=[N:9]1)[C:2]1[CH:7]=[CH:6][CH:5]=[CH:4][CH:3]=1. (7) Given the product [Cl:1][C:2]1[CH:3]=[C:4]([NH:9][C:10]2[C:11]3[C:12](=[C:13]([CH3:17])[N:14]=[CH:15][CH:16]=3)[O:18][C:23]=2[NH2:24])[CH:5]=[CH:6][C:7]=1[F:8], predict the reactants needed to synthesize it. The reactants are: [Cl:1][C:2]1[CH:3]=[C:4]([N:9]=[CH:10][C:11]2[CH:16]=[CH:15][N:14]=[C:13]([CH3:17])[C:12]=2[OH:18])[CH:5]=[CH:6][C:7]=1[F:8].[Si]([C:23]#[N:24])(C)(C)C.